Task: Predict the reactants needed to synthesize the given product.. Dataset: Full USPTO retrosynthesis dataset with 1.9M reactions from patents (1976-2016) Given the product [CH2:8]([O:7][C:2]1[C:1]([OH:4])=[N:14][C:15]([OH:16])=[N:17][CH:11]=1)[CH3:9], predict the reactants needed to synthesize it. The reactants are: [C:1]([O-:4])(=O)[CH3:2].C([O:7][CH2:8][CH3:9])=O.[O-][CH2:11]C.[Na+].[NH2:14][C:15]([NH2:17])=[O:16].